Task: Predict the reaction yield, written as a fraction of the theoretical maximum amount of product (1.0 means a 100% yield; for example, 0.34 means a 34% yield).. Dataset: Reaction yield outcomes from USPTO patents with 853,638 reactions (1) The reactants are [F:1][C:2]1([F:32])[CH2:6][NH:5][C@H:4]([CH2:7][N:8]2[C:12]3=[N:13][CH:14]=[N:15][C:16]([NH2:17])=[C:11]3[C:10]([C:18]3[CH:23]=[CH:22][C:21]([O:24][C:25]4[CH:30]=[CH:29][CH:28]=[CH:27][CH:26]=4)=[CH:20][C:19]=3[F:31])=[N:9]2)[CH2:3]1.[C:33]([CH2:35][C:36](O)=[O:37])#[N:34].CN(C(ON1N=NC2C=CC=NC1=2)=[N+](C)C)C.F[P-](F)(F)(F)(F)F. The catalyst is ClCCl. The product is [NH2:17][C:16]1[N:15]=[CH:14][N:13]=[C:12]2[N:8]([CH2:7][C@@H:4]3[CH2:3][C:2]([F:1])([F:32])[CH2:6][N:5]3[C:36](=[O:37])[CH2:35][C:33]#[N:34])[N:9]=[C:10]([C:18]3[CH:23]=[CH:22][C:21]([O:24][C:25]4[CH:30]=[CH:29][CH:28]=[CH:27][CH:26]=4)=[CH:20][C:19]=3[F:31])[C:11]=12. The yield is 0.770. (2) The reactants are C(=O)([O-])[O-].[Na+].[Na+].[F:7][C:8]1[C:13]([F:14])=[C:12]([F:15])[CH:11]=[CH:10][C:9]=1[OH:16].[CH2:17](Br)[C:18]1[CH:23]=[CH:22][CH:21]=[CH:20][CH:19]=1. The catalyst is CC(C)=O. The product is [CH2:17]([O:16][C:9]1[CH:10]=[CH:11][C:12]([F:15])=[C:13]([F:14])[C:8]=1[F:7])[C:18]1[CH:23]=[CH:22][CH:21]=[CH:20][CH:19]=1. The yield is 0.900. (3) The reactants are [CH2:1]([O:8][C:9]1[CH:10]=[C:11](Br)[CH:12]=[CH:13][CH:14]=1)[C:2]1[CH:7]=[CH:6][CH:5]=[CH:4][CH:3]=1.[CH3:16][O:17][C:18]([C:20]1[CH:21]=[C:22](B(O)O)[CH:23]=[CH:24][CH:25]=1)=[O:19].[OH-].[Ba+2].[OH-].COCCOC. The catalyst is C1C=CC([P]([Pd]([P](C2C=CC=CC=2)(C2C=CC=CC=2)C2C=CC=CC=2)([P](C2C=CC=CC=2)(C2C=CC=CC=2)C2C=CC=CC=2)[P](C2C=CC=CC=2)(C2C=CC=CC=2)C2C=CC=CC=2)(C2C=CC=CC=2)C2C=CC=CC=2)=CC=1.O. The product is [CH3:16][O:17][C:18]([C:20]1[CH:25]=[C:24]([C:11]2[CH:12]=[CH:13][CH:14]=[C:9]([O:8][CH2:1][C:2]3[CH:7]=[CH:6][CH:5]=[CH:4][CH:3]=3)[CH:10]=2)[CH:23]=[CH:22][CH:21]=1)=[O:19]. The yield is 0.600. (4) No catalyst specified. The reactants are [CH:1]1([CH:7]([NH:32][CH:33](C)[CH3:34])[CH:8]([C:25]2[CH:30]=[CH:29][CH:28]=[CH:27][C:26]=2[F:31])[CH2:9][CH2:10][N:11]2[CH2:16][CH2:15][N:14]([C:17]3[CH:22]=[CH:21][CH:20]=[CH:19][C:18]=3[O:23][CH3:24])[CH2:13][CH2:12]2)[CH2:6][CH2:5][CH2:4][CH2:3][CH2:2]1.[O:36]1C=[CH:39][CH:38]=[C:37]1C=O. The product is [CH:1]1([CH:7]([NH:32][CH2:33][C:34]2[O:36][CH:37]=[CH:38][CH:39]=2)[CH:8]([C:25]2[CH:30]=[CH:29][CH:28]=[CH:27][C:26]=2[F:31])[CH2:9][CH2:10][N:11]2[CH2:16][CH2:15][N:14]([C:17]3[CH:22]=[CH:21][CH:20]=[CH:19][C:18]=3[O:23][CH3:24])[CH2:13][CH2:12]2)[CH2:6][CH2:5][CH2:4][CH2:3][CH2:2]1. The yield is 0.445. (5) The reactants are [OH:1][C:2]1([C:31]([O:33]C)=[O:32])[CH2:7][CH2:6][CH:5]([N:8]2[C:16]([NH:17][C:18]3[C:23]([F:24])=[CH:22][C:21]([F:25])=[CH:20][C:19]=3[F:26])=[N:15][C:14]3[C:9]2=[N:10][C:11]([NH:27][CH:28]([CH3:30])[CH3:29])=[N:12][CH:13]=3)[CH2:4][CH2:3]1. The catalyst is Cl. The product is [OH:1][C:2]1([C:31]([OH:33])=[O:32])[CH2:7][CH2:6][CH:5]([N:8]2[C:16]([NH:17][C:18]3[C:23]([F:24])=[CH:22][C:21]([F:25])=[CH:20][C:19]=3[F:26])=[N:15][C:14]3[C:9]2=[N:10][C:11]([NH:27][CH:28]([CH3:30])[CH3:29])=[N:12][CH:13]=3)[CH2:4][CH2:3]1. The yield is 0.730. (6) The reactants are C(N(CC)C(C)C)(C)C.[CH2:10]([C:12]([C:30]1[CH:35]=[CH:34][C:33]([OH:36])=[C:32]([CH3:37])[CH:31]=1)([C:15]1[CH:20]=[CH:19][C:18]([C:21]#[C:22][C:23]([CH2:27][CH3:28])([OH:26])[CH2:24][CH3:25])=[C:17]([CH3:29])[CH:16]=1)[CH2:13][CH3:14])[CH3:11].C1C=CC(N([S:45]([C:48]([F:51])([F:50])[F:49])(=[O:47])=[O:46])[S:45]([C:48]([F:51])([F:50])[F:49])(=[O:47])=[O:46])=CC=1.C[Si]([N-][Si](C)(C)C)(C)C.[Na+].[Cl-].[NH4+]. The catalyst is ClCCl. The product is [CH2:10]([C:12]([C:30]1[CH:35]=[CH:34][C:33]([O:36][S:45]([C:48]([F:51])([F:50])[F:49])(=[O:47])=[O:46])=[C:32]([CH3:37])[CH:31]=1)([C:15]1[CH:20]=[CH:19][C:18]([C:21]#[C:22][C:23]([CH2:24][CH3:25])([OH:26])[CH2:27][CH3:28])=[C:17]([CH3:29])[CH:16]=1)[CH2:13][CH3:14])[CH3:11]. The yield is 0.950. (7) The reactants are [CH:1]1([C:4]2[C:5]([O:30][CH3:31])=[CH:6][CH:7]=[C:8]3[C:13]=2[O:12][C:11]([C:14]2[CH:19]=[CH:18][C:17]([O:20][CH2:21][C:22]4[CH:27]=[CH:26][CH:25]=[CH:24][CH:23]=4)=[CH:16][CH:15]=2)=[C:10](I)[C:9]3=[O:29])[CH2:3][CH2:2]1.C([O-])=O.[Na+].C(OCC)(=O)C.O. The catalyst is CN(C=O)C.Cl[Pd](Cl)([P](C1C=CC=CC=1)(C1C=CC=CC=1)C1C=CC=CC=1)[P](C1C=CC=CC=1)(C1C=CC=CC=1)C1C=CC=CC=1. The product is [CH:1]1([C:4]2[C:5]([O:30][CH3:31])=[CH:6][CH:7]=[C:8]3[C:13]=2[O:12][C:11]([C:14]2[CH:19]=[CH:18][C:17]([O:20][CH2:21][C:22]4[CH:27]=[CH:26][CH:25]=[CH:24][CH:23]=4)=[CH:16][CH:15]=2)=[CH:10][C:9]3=[O:29])[CH2:2][CH2:3]1. The yield is 1.00. (8) The reactants are [CH2:1]([O:8][C@H:9]1[C@H:14]([O:15][CH2:16][C:17]2[CH:22]=[CH:21][CH:20]=[CH:19][CH:18]=2)[C@@H:13]([O:23][CH2:24][C:25]2[CH:30]=[CH:29][CH:28]=[CH:27][CH:26]=2)[C@@:12]([C:33]2[CH:38]=[CH:37][C:36]([Cl:39])=[C:35]([CH2:40][C:41]3[CH:46]=[CH:45][C:44]([O:47][C:48]([F:51])([F:50])[F:49])=[CH:43][CH:42]=3)[CH:34]=2)([O:31][CH3:32])[O:11][C@@:10]1([CH2:54][OH:55])[CH:52]=[O:53])[C:2]1[CH:7]=[CH:6][CH:5]=[CH:4][CH:3]=1.[BH4-].[Na+]. The catalyst is CO. The product is [CH2:1]([O:8][C@H:9]1[C@H:14]([O:15][CH2:16][C:17]2[CH:18]=[CH:19][CH:20]=[CH:21][CH:22]=2)[C@@H:13]([O:23][CH2:24][C:25]2[CH:26]=[CH:27][CH:28]=[CH:29][CH:30]=2)[C@@:12]([C:33]2[CH:38]=[CH:37][C:36]([Cl:39])=[C:35]([CH2:40][C:41]3[CH:42]=[CH:43][C:44]([O:47][C:48]([F:51])([F:50])[F:49])=[CH:45][CH:46]=3)[CH:34]=2)([O:31][CH3:32])[O:11][C:10]1([CH2:54][OH:55])[CH2:52][OH:53])[C:2]1[CH:3]=[CH:4][CH:5]=[CH:6][CH:7]=1. The yield is 0.460. (9) The reactants are [OH:1][C:2]1[CH:9]=[CH:8][C:5]([CH2:6][OH:7])=[CH:4][CH:3]=1.Cl[C:11]([O:13][C:14]1[CH:19]=[CH:18][C:17]([N+:20]([O-:22])=[O:21])=[CH:16][CH:15]=1)=[O:12].CCN(C(C)C)C(C)C. The catalyst is C(Cl)(Cl)Cl. The product is [N+:20]([C:17]1[CH:16]=[CH:15][C:14]([O:13][C:11](=[O:12])[O:1][C:2]2[CH:9]=[CH:8][C:5]([CH2:6][OH:7])=[CH:4][CH:3]=2)=[CH:19][CH:18]=1)([O-:22])=[O:21]. The yield is 0.440.